Dataset: Reaction yield outcomes from USPTO patents with 853,638 reactions. Task: Predict the reaction yield, written as a fraction of the theoretical maximum amount of product (1.0 means a 100% yield; for example, 0.34 means a 34% yield). (1) The reactants are [F:1][C:2]1[C:7]([F:8])=[CH:6][CH:5]=[CH:4][C:3]=1[C@@H:9]1[CH2:19][CH2:18][C@@H:17]([O:20][Si](C(C)C)(C(C)C)C(C)C)[C:12]2=[N:13][CH:14]=[CH:15][CH:16]=[C:11]2[C@@H:10]1[OH:31].CCCC[N+](CCCC)(CCCC)CCCC.[F-].C(OCC)(=O)C.CCCCCC. The catalyst is O1CCCC1.C(OCC)(=O)C.O. The product is [F:1][C:2]1[C:7]([F:8])=[CH:6][CH:5]=[CH:4][C:3]=1[C@@H:9]1[CH2:19][CH2:18][C@@H:17]([OH:20])[C:12]2=[N:13][CH:14]=[CH:15][CH:16]=[C:11]2[C@@H:10]1[OH:31]. The yield is 0.940. (2) The product is [C:1]([O:5][C:6]([NH:8][CH:9]([CH2:15][C:16]1[CH:17]=[CH:18][C:19]([C:22]2[CH:27]=[CH:26][CH:25]=[C:24]([CH2:28][NH:29][CH3:30])[CH:23]=2)=[CH:20][CH:21]=1)[C:10]([O:12][CH2:13][C:14]1[CH:47]=[CH:48][CH:43]=[CH:44][CH:45]=1)=[O:11])=[O:7])([CH3:4])([CH3:2])[CH3:3]. The yield is 0.570. The reactants are [C:1]([O:5][C:6]([NH:8][C@@H:9]([CH2:15][C:16]1[CH:21]=[CH:20][C:19]([C:22]2[CH:27]=[CH:26][CH:25]=[C:24]([CH2:28][NH:29][CH3:30])[CH:23]=2)=[CH:18][CH:17]=1)[C:10]([O:12][CH2:13][CH3:14])=[O:11])=[O:7])([CH3:4])([CH3:3])[CH3:2].C(OC(C(N)(C[C:43]1[CH:48]=[CH:47]C([C:43]2[CH:48]=[CH:47]C=[C:45](C=O)[CH:44]=2)=[CH:45][CH:44]=1)C(OC[C:43]1[CH:48]=[CH:47]C=[CH:45][CH:44]=1)=O)=O)(C)(C)C.CN. No catalyst specified. (3) The reactants are [C:1]1([CH2:7][C:8]([O:10][CH2:11][CH3:12])=[O:9])[CH:6]=[CH:5][CH:4]=[CH:3][CH:2]=1.[Li+].[CH3:14]C([N-]C(C)C)C.CI.[Br:23][CH2:24][CH2:25][CH2:26]Br.[NH4+].[Cl-].Cl. The catalyst is C1COCC1.CN1C(=O)N(C)CCC1. The product is [Br:23][CH2:24][CH2:25][CH2:26][C:7]([CH3:14])([C:1]1[CH:6]=[CH:5][CH:4]=[CH:3][CH:2]=1)[C:8]([O:10][CH2:11][CH3:12])=[O:9]. The yield is 0.590. (4) The reactants are [H-].[Na+].C(OP([CH2:11][C:12]([O:14][CH3:15])=[O:13])(OCC)=O)C.[Br:16][C:17]1[N:22]=[CH:21][C:20]([CH:23]=O)=[CH:19][CH:18]=1. The catalyst is C(OCC)C.C1COCC1.C(OCC)C. The product is [Br:16][C:17]1[N:22]=[CH:21][C:20](/[CH:23]=[CH:11]/[C:12]([O:14][CH3:15])=[O:13])=[CH:19][CH:18]=1. The yield is 0.653. (5) The reactants are [OH:1][C:2]1[CH:7]=[CH:6][C:5]([C:8]2[C:9]([CH2:21][NH:22][C:23]3[CH:28]=[CH:27][CH:26]=[CH:25][C:24]=3[O:29][CH3:30])=[C:10]3[C:15](=[CH:16][CH:17]=2)[NH:14][C:13]([CH3:19])([CH3:18])[CH:12]=[C:11]3[CH3:20])=[C:4]([O:31][CH3:32])[CH:3]=1.C(=O)([O-])O.[Na+].[CH:38]1[C:50]2[CH:49]([CH2:51][O:52][C:53](Cl)=[O:54])[C:48]3[C:43](=[CH:44][CH:45]=[CH:46][CH:47]=3)[C:42]=2[CH:41]=[CH:40][CH:39]=1. The catalyst is O1CCOCC1.O.C(OCC)(=O)C. The product is [OH:1][C:2]1[CH:7]=[CH:6][C:5]([C:8]2[C:9]([CH2:21][N:22]([C:23]3[CH:28]=[CH:27][CH:26]=[CH:25][C:24]=3[O:29][CH3:30])[C:53]([O:52][CH2:51][CH:49]3[C:48]4[CH:47]=[CH:46][CH:45]=[CH:44][C:43]=4[C:42]4[C:50]3=[CH:38][CH:39]=[CH:40][CH:41]=4)=[O:54])=[C:10]3[C:15](=[CH:16][CH:17]=2)[NH:14][C:13]([CH3:19])([CH3:18])[CH:12]=[C:11]3[CH3:20])=[C:4]([O:31][CH3:32])[CH:3]=1. The yield is 0.340.